Predict the reactants needed to synthesize the given product. From a dataset of Full USPTO retrosynthesis dataset with 1.9M reactions from patents (1976-2016). (1) The reactants are: [O:1]=[C:2]1[N:6]([C:7]2[CH:14]=[CH:13][C:10]([C:11]#[N:12])=[C:9]([C:15]([F:18])([F:17])[F:16])[CH:8]=2)[C@@H:5]2[CH2:19][CH2:20][CH2:21][CH2:22][C@H:4]2[NH:3]1.[F:23][C:24]1[CH:29]=[C:28](I)[CH:27]=[CH:26][N:25]=1. Given the product [F:23][C:24]1[CH:29]=[C:28]([N:3]2[C@@H:4]3[CH2:22][CH2:21][CH2:20][CH2:19][C@H:5]3[N:6]([C:7]3[CH:14]=[CH:13][C:10]([C:11]#[N:12])=[C:9]([C:15]([F:18])([F:16])[F:17])[CH:8]=3)[C:2]2=[O:1])[CH:27]=[CH:26][N:25]=1, predict the reactants needed to synthesize it. (2) Given the product [CH:7]1[C:16]2[C:11](=[CH:12][CH:13]=[CH:14][CH:15]=2)[CH:10]=[CH:9][C:8]=1[O:17][CH2:18][C:19]1[CH:20]=[C:21]([C:22]2[NH:23][N:3]=[N:2][N:1]=2)[CH:24]=[CH:25][CH:26]=1, predict the reactants needed to synthesize it. The reactants are: [N-:1]=[N+:2]=[N-:3].[Na+].[Cl-].[NH4+].[CH:7]1[C:16]2[C:11](=[CH:12][CH:13]=[CH:14][CH:15]=2)[CH:10]=[CH:9][C:8]=1[O:17][CH2:18][C:19]1[CH:20]=[C:21]([CH:24]=[CH:25][CH:26]=1)[C:22]#[N:23].Cl.